From a dataset of Rat liver microsome stability data. Regression/Classification. Given a drug SMILES string, predict its absorption, distribution, metabolism, or excretion properties. Task type varies by dataset: regression for continuous measurements (e.g., permeability, clearance, half-life) or binary classification for categorical outcomes (e.g., BBB penetration, CYP inhibition). Dataset: rlm. (1) The molecule is CC1=C[C@@H](CN2C(=O)C(C)=C(C)C2=O)[C@H](C(C)C)C[C@H]1Cc1nc2c(C)cccc2[nH]1. The result is 1 (stable in rat liver microsomes). (2) The molecule is COc1cccc(CNc2ccc(S(=O)(=O)Nc3nccs3)cc2)c1O. The result is 0 (unstable in rat liver microsomes). (3) The drug is CCS(=O)(=O)c1cccc(-c2cccc(-c3ccnc4c(C(F)(F)F)cccc34)c2)c1. The result is 0 (unstable in rat liver microsomes). (4) The drug is O=C(NC(c1ccccc1)c1cc(Cl)c2cccnc2c1O)c1cccnc1. The result is 1 (stable in rat liver microsomes). (5) The molecule is CN(C)c1ccccc1-c1csc(N2CCC(C(N)=O)CC2)n1. The result is 1 (stable in rat liver microsomes). (6) The compound is N[C@@H](CC(=O)N1CCn2c(nnc2C(F)(F)F)C1)[C@H]1CCc2cc(F)c(F)cc21. The result is 0 (unstable in rat liver microsomes). (7) The drug is O=C1[C@H](CC[C@H](O)c2ccc(F)cc2)[C@@H](c2ccc(O)cc2)N1c1ccc(F)cc1. The result is 1 (stable in rat liver microsomes). (8) The molecule is COCC(C)NCc1cc2ccc(OC)cc2nc1N1CCN(c2ccc(F)cc2)CC1. The result is 1 (stable in rat liver microsomes).